Dataset: Reaction yield outcomes from USPTO patents with 853,638 reactions. Task: Predict the reaction yield, written as a fraction of the theoretical maximum amount of product (1.0 means a 100% yield; for example, 0.34 means a 34% yield). (1) The reactants are [Br:1][C:2]1[C:3]([CH3:32])=[C:4]([N:8]2[C:13](=[O:14])[CH:12]([Se]C3C=CC=CC=3)[CH2:11][N:10]([CH2:22][C:23]3[CH:28]=[CH:27][C:26]([O:29][CH3:30])=[CH:25][CH:24]=3)[C:9]2=[O:31])[CH:5]=[CH:6][CH:7]=1.OO.O. The catalyst is C1COCC1. The product is [Br:1][C:2]1[C:3]([CH3:32])=[C:4]([N:8]2[C:13](=[O:14])[CH:12]=[CH:11][N:10]([CH2:22][C:23]3[CH:28]=[CH:27][C:26]([O:29][CH3:30])=[CH:25][CH:24]=3)[C:9]2=[O:31])[CH:5]=[CH:6][CH:7]=1. The yield is 0.540. (2) The reactants are [CH:1]1([C:4]2[N:9]=[CH:8][C:7]([C:10]3[CH:15]=[CH:14][N:13]=[C:12]([C:16]([NH:18][C:19]4[N:24]=[C:23]([C:25]([O:27]C)=O)[CH:22]=[CH:21][CH:20]=4)=[O:17])[CH:11]=3)=[CH:6][CH:5]=2)[CH2:3][CH2:2]1.O.[NH2:30][NH2:31]. The catalyst is C(O)C. The product is [CH:1]1([C:4]2[N:9]=[CH:8][C:7]([C:10]3[CH:15]=[CH:14][N:13]=[C:12]([C:16]([NH:18][C:19]4[CH:20]=[CH:21][CH:22]=[C:23]([C:25]([NH:30][NH2:31])=[O:27])[N:24]=4)=[O:17])[CH:11]=3)=[CH:6][CH:5]=2)[CH2:3][CH2:2]1. The yield is 0.470.